Task: Predict the product of the given reaction.. Dataset: Forward reaction prediction with 1.9M reactions from USPTO patents (1976-2016) (1) The product is: [CH3:14][C@H:9]1[CH2:10][O:11][CH2:12][CH2:13][N:8]1[C:6]1[CH:5]=[C:4]([CH2:15][S:16]([CH3:19])(=[O:18])=[O:17])[N:3]=[C:2]([C:32]2[CH:31]=[CH:30][C:29]([NH:28][C:26](=[O:27])[O:25][C:22]([CH3:23])([CH3:21])[CH3:24])=[CH:34][CH:33]=2)[N:7]=1. Given the reactants Cl[C:2]1[N:7]=[C:6]([N:8]2[CH2:13][CH2:12][O:11][CH2:10][C@@H:9]2[CH3:14])[CH:5]=[C:4]([CH2:15][S:16]([CH3:19])(=[O:18])=[O:17])[N:3]=1.O.[CH3:21][C:22]([O:25][C:26]([NH:28][C:29]1[CH:34]=[CH:33][C:32](B(O)O)=[CH:31][CH:30]=1)=[O:27])([CH3:24])[CH3:23].C(=O)([O-])[O-].[Na+].[Na+], predict the reaction product. (2) Given the reactants [NH:1]1[C:7](=[O:8])[CH2:6][CH2:5][NH:4][C:3]2[CH:9]=[CH:10][CH:11]=[CH:12][C:2]1=2.[H-].[Na+].Br[CH2:16][C:17]([O:19][CH3:20])=[O:18], predict the reaction product. The product is: [O:8]=[C:7]1[N:1]([CH2:16][C:17]([O:19][CH3:20])=[O:18])[C:2]2[CH:12]=[CH:11][CH:10]=[CH:9][C:3]=2[NH:4][CH2:5][CH2:6]1. (3) Given the reactants C(Cl)(=O)C(Cl)=O.[C:7]([OH:13])(=O)[CH2:8][CH2:9][C:10]#[CH:11].[Cl:14][C:15]1[CH:16]=[C:17]([NH:21][CH3:22])[CH:18]=[CH:19][CH:20]=1, predict the reaction product. The product is: [Cl:14][C:15]1[CH:16]=[C:17]([N:21]([CH3:22])[C:7](=[O:13])[CH2:8][CH2:9][C:10]#[CH:11])[CH:18]=[CH:19][CH:20]=1.